This data is from Reaction yield outcomes from USPTO patents with 853,638 reactions. The task is: Predict the reaction yield, written as a fraction of the theoretical maximum amount of product (1.0 means a 100% yield; for example, 0.34 means a 34% yield). (1) The reactants are Cl.[NH2:2][C:3]1[C:8]([N+:9]([O-])=O)=[C:7]([O:12][C:13]2[CH:14]=[C:15]([NH:19][C:20](=[O:23])[CH:21]=[CH2:22])[CH:16]=[CH:17][CH:18]=2)[C:6]([Cl:24])=[CH:5][N:4]=1. The catalyst is [Fe].C(O)C. The product is [NH2:2][C:3]1[C:8]([NH2:9])=[C:7]([O:12][C:13]2[CH:14]=[C:15]([NH:19][C:20](=[O:23])[CH:21]=[CH2:22])[CH:16]=[CH:17][CH:18]=2)[C:6]([Cl:24])=[CH:5][N:4]=1. The yield is 0.700. (2) The reactants are [CH2:1]([N:8]1[C:17]2[C:12](=[CH:13][C:14]([F:18])=[CH:15][CH:16]=2)[C:11](Cl)=[C:10]([C:20]#[N:21])[C:9]1=[O:22])[C:2]1[CH:7]=[CH:6][CH:5]=[CH:4][CH:3]=1.[NH:23]1[CH2:28][CH2:27][NH:26][CH2:25][CH2:24]1. The catalyst is ClCCl. The product is [CH2:1]([N:8]1[C:17]2[C:12](=[CH:13][C:14]([F:18])=[CH:15][CH:16]=2)[C:11]([N:23]2[CH2:28][CH2:27][NH:26][CH2:25][CH2:24]2)=[C:10]([C:20]#[N:21])[C:9]1=[O:22])[C:2]1[CH:7]=[CH:6][CH:5]=[CH:4][CH:3]=1. The yield is 0.960.